Dataset: Full USPTO retrosynthesis dataset with 1.9M reactions from patents (1976-2016). Task: Predict the reactants needed to synthesize the given product. (1) Given the product [Br:18][C:19]1[N:20]=[CH:21][C:22]([CH2:25][N:13]2[C:14]([CH3:15])=[C:10]([C:8]3[CH:7]=[CH:6][C:3]([C:4]#[N:5])=[C:2]([Cl:1])[CH:9]=3)[C:11]([CH3:16])=[N:12]2)=[CH:23][CH:24]=1, predict the reactants needed to synthesize it. The reactants are: [Cl:1][C:2]1[CH:9]=[C:8]([C:10]2[C:11]([CH3:16])=[N:12][NH:13][C:14]=2[CH3:15])[CH:7]=[CH:6][C:3]=1[C:4]#[N:5].Cl.[Br:18][C:19]1[CH:24]=[CH:23][C:22]([CH2:25]Cl)=[CH:21][N:20]=1.[H-].[Na+].O. (2) Given the product [CH:3]([N:6]1[C:7]2[N:8]=[C:9]([S:16][CH3:17])[N:10]=[CH:11][C:12]=2[C:13]([CH3:14])=[CH:24][C:25]1=[O:20])([CH3:4])[CH3:5], predict the reactants needed to synthesize it. The reactants are: [H-].[Na+].[CH:3]([NH:6][C:7]1[C:12]([C:13](=O)[CH3:14])=[CH:11][N:10]=[C:9]([S:16][CH3:17])[N:8]=1)([CH3:5])[CH3:4].[Cl-].[Na+].[O:20]1[CH2:25][CH2:24]OCC1. (3) Given the product [Cl:25][C:6]1[C:7]([C:9]2[NH:10][C:11](=[O:24])[N:12]([C:14]3[CH:15]=[CH:16][C:17]([C:20]([F:23])([F:21])[F:22])=[CH:18][CH:19]=3)[N:13]=2)=[CH:8][C:3]([CH2:2][NH:1][C:28](=[O:33])[C:29]([CH3:32])([CH3:31])[CH3:30])=[C:4]([O:26][CH3:27])[CH:5]=1, predict the reactants needed to synthesize it. The reactants are: [NH2:1][CH2:2][C:3]1[C:4]([O:26][CH3:27])=[CH:5][C:6]([Cl:25])=[C:7]([C:9]2[NH:10][C:11](=[O:24])[N:12]([C:14]3[CH:19]=[CH:18][C:17]([C:20]([F:23])([F:22])[F:21])=[CH:16][CH:15]=3)[N:13]=2)[CH:8]=1.[C:28](Cl)(=[O:33])[C:29]([CH3:32])([CH3:31])[CH3:30]. (4) Given the product [NH2:5][C:6]1[C:15]2[N:16]=[C:17]([CH2:28][OH:29])[N:18]([CH2:19][CH2:20][CH2:21][CH2:22][NH:23][S:24]([CH3:27])(=[O:26])=[O:25])[C:14]=2[C:13]2[CH:12]=[CH:11][CH:10]=[CH:9][C:8]=2[N:7]=1, predict the reactants needed to synthesize it. The reactants are: B(Br)(Br)Br.[NH2:5][C:6]1[C:15]2[N:16]=[C:17]([CH2:28][O:29]CC)[N:18]([CH2:19][CH2:20][CH2:21][CH2:22][NH:23][S:24]([CH3:27])(=[O:26])=[O:25])[C:14]=2[C:13]2[CH:12]=[CH:11][CH:10]=[CH:9][C:8]=2[N:7]=1. (5) Given the product [N:1]1([CH2:7][CH2:8][CH2:9][C:10]([OH:12])=[O:11])[CH2:6][CH2:5][CH2:4][CH2:3][CH2:2]1.[ClH:15], predict the reactants needed to synthesize it. The reactants are: [N:1]1([CH2:7][CH2:8][CH2:9][C:10]([O:12]CC)=[O:11])[CH2:6][CH2:5][CH2:4][CH2:3][CH2:2]1.[ClH:15].